Predict the reaction yield, written as a fraction of the theoretical maximum amount of product (1.0 means a 100% yield; for example, 0.34 means a 34% yield). From a dataset of Reaction yield outcomes from USPTO patents with 853,638 reactions. (1) The reactants are [CH:1]([C:3]1[CH:8]=[CH:7][C:6](B(O)O)=[CH:5][CH:4]=1)=[O:2].Br[C:13]1[CH:14]=[C:15]([CH2:18][N:19]([CH3:28])[C:20](=[O:27])[C:21]2[CH:26]=[CH:25][CH:24]=[CH:23][CH:22]=2)[S:16][CH:17]=1.C(=O)([O-])[O-].[K+].[K+]. The catalyst is C1(C)C=CC=CC=1.[Pd].C1(P(C2C=CC=CC=2)C2C=CC=CC=2)C=CC=CC=1.C1(P(C2C=CC=CC=2)C2C=CC=CC=2)C=CC=CC=1.C1(P(C2C=CC=CC=2)C2C=CC=CC=2)C=CC=CC=1.C1(P(C2C=CC=CC=2)C2C=CC=CC=2)C=CC=CC=1. The product is [CH:1]([C:3]1[CH:8]=[CH:7][C:6]([C:13]2[CH:14]=[C:15]([CH2:18][N:19]([CH3:28])[C:20](=[O:27])[C:21]3[CH:22]=[CH:23][CH:24]=[CH:25][CH:26]=3)[S:16][CH:17]=2)=[CH:5][CH:4]=1)=[O:2]. The yield is 0.780. (2) The reactants are [CH2:1]([O:8][C:9]1[CH:10]=[C:11]([C:16]2[N:21]=[CH:20][C:19]([CH:22]=O)=[CH:18][CH:17]=2)[CH:12]=[CH:13][C:14]=1[OH:15])[C:2]1[CH:7]=[CH:6][CH:5]=[CH:4][CH:3]=1.N1CCCCC1.C(O)(=O)C.[S:34]1[CH2:38][C:37](=[O:39])[NH:36][C:35]1=[O:40]. The catalyst is C1(C)C=CC=CC=1. The product is [CH2:1]([O:8][C:9]1[CH:10]=[C:11]([C:16]2[N:21]=[CH:20][C:19]([CH:22]=[C:38]3[S:34][C:35](=[O:40])[NH:36][C:37]3=[O:39])=[CH:18][CH:17]=2)[CH:12]=[CH:13][C:14]=1[OH:15])[C:2]1[CH:3]=[CH:4][CH:5]=[CH:6][CH:7]=1. The yield is 0.910. (3) The reactants are [Br:1][C:2]1[CH:3]=[CH:4][C:5]([Cl:10])=[C:6]([CH:9]=1)[CH2:7][OH:8].[CH:11]([Si:14](Cl)([CH:18]([CH3:20])[CH3:19])[CH:15]([CH3:17])[CH3:16])([CH3:13])[CH3:12]. The catalyst is CN(C=O)C.CN(C)C1C=CN=CC=1.[Cl-].[NH4+]. The product is [Br:1][C:2]1[CH:3]=[CH:4][C:5]([Cl:10])=[C:6]([CH:9]=1)[CH2:7][O:8][Si:14]([CH:18]([CH3:20])[CH3:19])([CH:15]([CH3:17])[CH3:16])[CH:11]([CH3:13])[CH3:12]. The yield is 0.950. (4) The reactants are [OH:1][CH2:2][C:3]1[CH:8]=[C:7]([NH:9][C:10]([C:12]2[N:13]=[C:14]([CH3:18])[S:15][C:16]=2Br)=[O:11])[CH:6]=[CH:5][N:4]=1.C1(P(C2C=CC=CC=2)C2C3OC4C(=CC=CC=4P(C4C=CC=CC=4)C4C=CC=CC=4)C(C)(C)C=3C=CC=2)C=CC=CC=1.[F:61][C:62]1[CH:63]=[C:64]([CH:66]=[C:67]([F:69])[CH:68]=1)[NH2:65].C(=O)([O-])[O-].[Cs+].[Cs+]. The catalyst is C1COCC1.O1CCOCC1. The product is [OH:1][CH2:2][C:3]1[CH:8]=[C:7]([NH:9][C:10]([C:12]2[N:13]=[C:14]([CH3:18])[S:15][C:16]=2[NH:65][C:64]2[CH:63]=[C:62]([F:61])[CH:68]=[C:67]([F:69])[CH:66]=2)=[O:11])[CH:6]=[CH:5][N:4]=1. The yield is 0.0800. (5) The yield is 0.400. The product is [CH3:17][N:14]1[C:15]2[CH:16]=[C:8]([N:5]3[CH:6]=[CH:7][C:2]([O:1][S:47]([C:50]([F:53])([F:52])[F:51])(=[O:49])=[O:48])=[CH:3][C:4]3=[O:29])[CH:9]=[CH:10][C:11]=2[C:12]2[CH2:21][N:20]([C:22]([O:24][C:25]([CH3:26])([CH3:28])[CH3:27])=[O:23])[CH2:19][CH2:18][C:13]1=2. The reactants are [OH:1][C:2]1[CH:7]=[CH:6][N:5]([C:8]2[CH:9]=[CH:10][C:11]3[C:12]4[CH2:21][N:20]([C:22]([O:24][C:25]([CH3:28])([CH3:27])[CH3:26])=[O:23])[CH2:19][CH2:18][C:13]=4[N:14]([CH3:17])[C:15]=3[CH:16]=2)[C:4](=[O:29])[CH:3]=1.[Li]N([Si](C)(C)C)[Si](C)(C)C.C1(N([S:47]([C:50]([F:53])([F:52])[F:51])(=[O:49])=[O:48])[S:47]([C:50]([F:53])([F:52])[F:51])(=[O:49])=[O:48])C=CC=CC=1. The catalyst is C1COCC1.